From a dataset of Full USPTO retrosynthesis dataset with 1.9M reactions from patents (1976-2016). Predict the reactants needed to synthesize the given product. (1) Given the product [CH3:20][C:17]1[N:16]=[C:15]([C:14]2[C:9]([OH:8])=[N:10][CH:11]=[CH:12][CH:13]=2)[O:19][N:18]=1, predict the reactants needed to synthesize it. The reactants are: C([O:8][C:9]1[C:14]([C:15]2[O:19][N:18]=[C:17]([CH3:20])[N:16]=2)=[CH:13][CH:12]=[CH:11][N:10]=1)C1C=CC=CC=1. (2) Given the product [F:63][C:49]([F:48])([F:62])[C:50]1[CH:51]=[CH:52][C:53]([N:56]2[CH2:61][CH2:60][N:59]([C:21](=[O:22])[CH2:20][O:19][C@H:16]3[CH2:15][CH2:14][C@H:13]([NH:12][C:9]4[CH:10]=[CH:11][C:6]([S:5][C:2]([F:1])([F:3])[F:4])=[CH:7][CH:8]=4)[CH2:18][CH2:17]3)[CH2:58][CH2:57]2)=[CH:54][CH:55]=1, predict the reactants needed to synthesize it. The reactants are: [F:1][C:2]([S:5][C:6]1[CH:11]=[CH:10][C:9]([NH:12][C@H:13]2[CH2:18][CH2:17][C@H:16]([O:19][CH2:20][C:21](O)=[O:22])[CH2:15][CH2:14]2)=[CH:8][CH:7]=1)([F:4])[F:3].F[P-](F)(F)(F)(F)F.N1(OC(N(C)C)=[N+](C)C)C2C=CC=CC=2N=N1.[F:48][C:49]([F:63])([F:62])[C:50]1[CH:55]=[CH:54][C:53]([N:56]2[CH2:61][CH2:60][NH:59][CH2:58][CH2:57]2)=[CH:52][CH:51]=1.C(N(C(C)C)CC)(C)C.[O-2].[Al+3].[O-2].[O-2].[Al+3]. (3) Given the product [CH:15]1([C:18]2[CH:19]=[CH:20][C:21]3[N:22]([C:24]([C:27]4[CH:36]=[CH:35][C:34]5[C:29](=[C:30]([O:1][CH2:2][C:3]([CH3:14])([CH3:13])[CH2:4][NH:5][C:6](=[O:12])[O:7][C:8]([CH3:9])([CH3:11])[CH3:10])[CH:31]=[CH:32][CH:33]=5)[N:28]=4)=[N:25][N:26]=3)[CH:23]=2)[CH2:17][CH2:16]1, predict the reactants needed to synthesize it. The reactants are: [OH:1][CH2:2][C:3]([CH3:14])([CH3:13])[CH2:4][NH:5][C:6](=[O:12])[O:7][C:8]([CH3:11])([CH3:10])[CH3:9].[CH:15]1([C:18]2[CH:19]=[CH:20][C:21]3[N:22]([C:24]([C:27]4[CH:36]=[CH:35][C:34]5[C:29](=[C:30](O)[CH:31]=[CH:32][CH:33]=5)[N:28]=4)=[N:25][N:26]=3)[CH:23]=2)[CH2:17][CH2:16]1.